This data is from Forward reaction prediction with 1.9M reactions from USPTO patents (1976-2016). The task is: Predict the product of the given reaction. (1) Given the reactants [F:1][C:2]([F:29])([F:28])[C:3]1[CH:4]=[C:5]([C:13]2[S:14][CH:15]=[C:16]([CH:18]3[CH2:23][CH2:22][N:21]([C:24](=[O:27])[CH2:25]Cl)[CH2:20][CH2:19]3)[N:17]=2)[CH:6]=[C:7]([C:9]([F:12])([F:11])[F:10])[CH:8]=1.[CH3:30][C:31]1[NH:32][C:33]2[CH:39]=[N:38][CH:37]=[CH:36][C:34]=2[N:35]=1, predict the reaction product. The product is: [F:1][C:2]([F:29])([F:28])[C:3]1[CH:4]=[C:5]([C:13]2[S:14][CH:15]=[C:16]([CH:18]3[CH2:23][CH2:22][N:21]([C:24](=[O:27])[CH2:25][N:35]4[C:34]5[CH:36]=[CH:37][N:38]=[CH:39][C:33]=5[N:32]=[C:31]4[CH3:30])[CH2:20][CH2:19]3)[N:17]=2)[CH:6]=[C:7]([C:9]([F:12])([F:11])[F:10])[CH:8]=1. (2) Given the reactants [C:1]([O:5][C:6]([NH:8][CH2:9][CH2:10][CH2:11][C@H:12]([NH:42]C(=O)OCC1C=CC=CC=1)[C:13](=[O:41])[NH:14][C@@H:15]([CH2:30][CH2:31][CH2:32][NH:33][C:34]([O:36][C:37]([CH3:40])([CH3:39])[CH3:38])=[O:35])[CH2:16][C:17](=[O:29])[NH:18][CH2:19][CH2:20][NH:21][C:22](=[O:28])[O:23][C:24]([CH3:27])([CH3:26])[CH3:25])=[O:7])([CH3:4])([CH3:3])[CH3:2], predict the reaction product. The product is: [NH2:42][C@@H:12]([CH2:11][CH2:10][CH2:9][NH:8][C:6]([O:5][C:1]([CH3:4])([CH3:3])[CH3:2])=[O:7])[C:13]([NH:14][C@H:15]([CH2:16][C:17]([NH:18][CH2:19][CH2:20][NH:21][C:22]([O:23][C:24]([CH3:25])([CH3:26])[CH3:27])=[O:28])=[O:29])[CH2:30][CH2:31][CH2:32][NH:33][C:34](=[O:35])[O:36][C:37]([CH3:38])([CH3:39])[CH3:40])=[O:41]. (3) Given the reactants [NH2:1][C:2]1[CH:3]=[C:4]2[C:8](=[CH:9][CH:10]=1)[NH:7][C:6]([C:11]([N:13]1[CH2:18][CH2:17][CH:16]([CH2:19][C:20]([CH3:23])([OH:22])[CH3:21])[CH2:15][CH2:14]1)=[O:12])=[CH:5]2.CO[CH:26]1[CH2:30][CH2:29][CH:28](OC)O1.C(O)(=O)C.Cl, predict the reaction product. The product is: [CH3:21][C:20]([OH:22])([CH3:23])[CH2:19][CH:16]1[CH2:17][CH2:18][N:13]([C:11]([C:6]2[NH:7][C:8]3[C:4]([CH:5]=2)=[CH:3][C:2]([N:1]2[CH:26]=[CH:30][CH:29]=[CH:28]2)=[CH:10][CH:9]=3)=[O:12])[CH2:14][CH2:15]1. (4) Given the reactants [CH2:1]([N:5]1[CH:9]=[C:8]([C:10]([OH:12])=O)[CH:7]=[N:6]1)[CH2:2][CH2:3][CH3:4].Cl.[O:14]1[CH2:18][CH2:17][CH:16]([CH2:19][NH2:20])[CH2:15]1.C(N(CC)CC)C.ON1C2C=CC=CC=2N=N1.Cl.C(N=C=NCCCN(C)C)C, predict the reaction product. The product is: [O:14]1[CH2:18][CH2:17][CH:16]([CH2:19][NH:20][C:10]([C:8]2[CH:7]=[N:6][N:5]([CH2:1][CH2:2][CH2:3][CH3:4])[CH:9]=2)=[O:12])[CH2:15]1. (5) Given the reactants Cl[C:2]1[N:7]=[C:6]([NH:8][C@@H:9]2[C@@H:14]3[CH2:15][C@@H:11]([CH:12]=[CH:13]3)[C@@H:10]2[C:16]([NH2:18])=[O:17])[C:5]([Cl:19])=[CH:4][N:3]=1.[NH2:20][C:21]1[C:36]([O:37][CH3:38])=[CH:35][C:24]2[CH2:25][CH2:26][N:27]([CH2:30][C:31]([CH3:34])([OH:33])[CH3:32])[CH2:28][CH2:29][C:23]=2[CH:22]=1, predict the reaction product. The product is: [Cl:19][C:5]1[C:6]([NH:8][C@@H:9]2[C@@H:14]3[CH2:15][C@@H:11]([CH:12]=[CH:13]3)[C@@H:10]2[C:16]([NH2:18])=[O:17])=[N:7][C:2]([NH:20][C:21]2[C:36]([O:37][CH3:38])=[CH:35][C:24]3[CH2:25][CH2:26][N:27]([CH2:30][C:31]([OH:33])([CH3:34])[CH3:32])[CH2:28][CH2:29][C:23]=3[CH:22]=2)=[N:3][CH:4]=1. (6) Given the reactants [Br:1][C:2]1[CH:7]=[C:6]([F:8])[CH:5]=[CH:4][C:3]=1I.C([Mg]Cl)(C)C.[F:15][C:16]([F:24])([F:23])[C:17](=[O:22])[CH:18]=[C:19]([CH3:21])[CH3:20], predict the reaction product. The product is: [Br:1][C:2]1[CH:7]=[C:6]([F:8])[CH:5]=[CH:4][C:3]=1[C:19]([CH3:21])([CH3:20])[CH2:18][C:17](=[O:22])[C:16]([F:24])([F:23])[F:15]. (7) Given the reactants [CH2:1]([N:3]1[C:7]([NH2:8])=[CH:6][CH:5]=[N:4]1)[CH3:2].[CH2:9]([O:11][C:12](=[O:23])[C:13](=[C:19](Cl)[CH2:20][CH3:21])[C:14](OCC)=O)[CH3:10].C(N(CC)CC)C.P(Cl)(Cl)([Cl:33])=O, predict the reaction product. The product is: [Cl:33][C:14]1[C:13]([C:12]([O:11][CH2:9][CH3:10])=[O:23])=[C:19]([CH2:20][CH3:21])[N:8]=[C:7]2[N:3]([CH2:1][CH3:2])[N:4]=[CH:5][C:6]=12. (8) Given the reactants [C:1]([C:3]([C:6]1[CH:7]=[C:8]([CH:39]=[CH:40][CH:41]=1)[C:9]([NH:11][C:12]1[CH:13]=[CH:14][C:15]([CH3:38])=[C:16]([NH:18][C:19]([C:21]2[C:22]([NH:27][CH2:28][CH2:29][NH:30]C(=O)OC(C)(C)C)=[N:23][CH:24]=[CH:25][N:26]=2)=[O:20])[CH:17]=1)=[O:10])([CH3:5])[CH3:4])#[N:2].Cl, predict the reaction product. The product is: [NH2:30][CH2:29][CH2:28][NH:27][C:22]1[C:21]([C:19]([NH:18][C:16]2[CH:17]=[C:12]([NH:11][C:9](=[O:10])[C:8]3[CH:39]=[CH:40][CH:41]=[C:6]([C:3]([C:1]#[N:2])([CH3:4])[CH3:5])[CH:7]=3)[CH:13]=[CH:14][C:15]=2[CH3:38])=[O:20])=[N:26][CH:25]=[CH:24][N:23]=1. (9) Given the reactants [I:1][C:2]1[CH:3]=[C:4]2[C:8](=[CH:9][CH:10]=1)[NH:7][N:6]=[CH:5]2.[CH2:11]1[CH2:16][O:15][CH:14]=[CH:13][CH2:12]1.CC1C=CC(S(O)(=O)=O)=CC=1.C([O-])(O)=O.[Na+], predict the reaction product. The product is: [I:1][C:2]1[CH:3]=[C:4]2[C:8](=[CH:9][CH:10]=1)[N:7]([CH:14]1[CH2:13][CH2:12][CH2:11][CH2:16][O:15]1)[N:6]=[CH:5]2. (10) Given the reactants C(O)(=O)C.[CH2:5]([O:8][C:9]([O:11][C@H:12]1[C@H:25]([O:26][P:27]2(=[O:38])[O:33][CH2:32][C:31]3[CH:34]=[CH:35][CH:36]=[CH:37][C:30]=3[CH2:29][O:28]2)[C@@H:24]([CH2:39][O:40][CH2:41][C:42]2[CH:47]=[CH:46][CH:45]=[CH:44][CH:43]=2)[O:23][C@@H:14]([O:15][Si:16]([C:19]([CH3:22])([CH3:21])[CH3:20])([CH3:18])[CH3:17])[C@@H:13]1[N:48]=[N+]=[N-])=[O:10])[CH:6]=[CH2:7].[C:51](Cl)([O:53][CH2:54][CH:55]1[C:67]2[C:62](=[CH:63][CH:64]=[CH:65][CH:66]=2)[C:61]2[C:56]1=[CH:57][CH:58]=[CH:59][CH:60]=2)=[O:52].CCN(C(C)C)C(C)C, predict the reaction product. The product is: [CH2:5]([O:8][C:9]([O:11][C@H:12]1[C@H:25]([O:26][P:27]2(=[O:38])[O:33][CH2:32][C:31]3[CH:34]=[CH:35][CH:36]=[CH:37][C:30]=3[CH2:29][O:28]2)[C@@H:24]([CH2:39][O:40][CH2:41][C:42]2[CH:47]=[CH:46][CH:45]=[CH:44][CH:43]=2)[O:23][C@@H:14]([O:15][Si:16]([C:19]([CH3:22])([CH3:21])[CH3:20])([CH3:18])[CH3:17])[C@@H:13]1[NH:48][C:51]([O:53][CH2:54][CH:55]1[C:56]2[CH:57]=[CH:58][CH:59]=[CH:60][C:61]=2[C:62]2[C:67]1=[CH:66][CH:65]=[CH:64][CH:63]=2)=[O:52])=[O:10])[CH:6]=[CH2:7].